This data is from Catalyst prediction with 721,799 reactions and 888 catalyst types from USPTO. The task is: Predict which catalyst facilitates the given reaction. (1) Reactant: [CH2:1]([O:8][C:9]1[CH:14]=[CH:13][N:12]=[C:11](/[N:15]=[CH:16]\[N:17](C)C)[CH:10]=1)[C:2]1[CH:7]=[CH:6][CH:5]=[CH:4][CH:3]=1.Cl.ON.CC([OH:26])C. Product: [CH2:1]([O:8][C:9]1[CH:14]=[CH:13][N:12]=[C:11](/[N:15]=[CH:16]\[NH:17][OH:26])[CH:10]=1)[C:2]1[CH:7]=[CH:6][CH:5]=[CH:4][CH:3]=1. The catalyst class is: 1. (2) Reactant: [I:1][C:2]1[C:10]2[C:5](=[CH:6][CH:7]=[C:8]([C:11]([OH:13])=O)[CH:9]=2)[NH:4][N:3]=1.[CH:14]1([CH:19]([C:21]2[CH:26]=[CH:25][CH:24]=[CH:23][N:22]=2)[NH2:20])[CH2:18][CH2:17][CH2:16][CH2:15]1.CN(C(ON1N=NC2C=CC=CC1=2)=[N+](C)C)C.[B-](F)(F)(F)F.CCN(C(C)C)C(C)C. Product: [CH:14]1([CH:19]([C:21]2[CH:26]=[CH:25][CH:24]=[CH:23][N:22]=2)[NH:20][C:11]([C:8]2[CH:9]=[C:10]3[C:5](=[CH:6][CH:7]=2)[NH:4][N:3]=[C:2]3[I:1])=[O:13])[CH2:15][CH2:16][CH2:17][CH2:18]1. The catalyst class is: 3. (3) Reactant: [NH:1]1[CH2:6][CH2:5][CH:4]([C:7]([OH:9])=[O:8])[CH2:3][CH2:2]1.Cl[C:11]([O:13][CH2:14][CH2:15][CH2:16][CH3:17])=[O:12].Cl. Product: [CH2:14]([O:13][C:11]([N:1]1[CH2:6][CH2:5][CH:4]([C:7]([OH:9])=[O:8])[CH2:3][CH2:2]1)=[O:12])[CH2:15][CH2:16][CH3:17]. The catalyst class is: 74. (4) Reactant: [O:1]1[CH:5]=[CH:4][C:3]([C:6]2[S:7][C:8]([C:31]3[N:35]([CH3:36])[N:34]=[CH:33][CH:32]=3)=[CH:9][C:10]=2[C:11]([NH:13][CH:14]([CH2:24][C:25]2[CH:30]=[CH:29][CH:28]=[CH:27][CH:26]=2)[CH2:15][NH:16]C(=O)OC(C)(C)C)=[O:12])=[CH:2]1. The catalyst class is: 137. Product: [NH2:16][CH2:15][CH:14]([NH:13][C:11]([C:10]1[CH:9]=[C:8]([C:31]2[N:35]([CH3:36])[N:34]=[CH:33][CH:32]=2)[S:7][C:6]=1[C:3]1[CH:4]=[CH:5][O:1][CH:2]=1)=[O:12])[CH2:24][C:25]1[CH:30]=[CH:29][CH:28]=[CH:27][CH:26]=1. (5) The catalyst class is: 2. Reactant: C[O:2][CH2:3][C@@H:4]([O:6][C:7]1[CH:8]=[C:9]([CH:21]=[C:22]([C:24]2[NH:25][C:26]([C:29]3[O:30][CH2:31][C@@H:32]([CH3:34])[N:33]=3)=[CH:27][CH:28]=2)[CH:23]=1)[O:10][C:11]1[CH:16]=[N:15][C:14]([S:17]([CH3:20])(=[O:19])=[O:18])=[CH:13][N:12]=1)[CH3:5].B(Br)(Br)Br.C(=O)([O-])O.[Na+]. Product: [CH3:34][C@@H:32]1[CH2:31][O:30][C:29]([C:26]2[NH:25][C:24]([C:22]3[CH:23]=[C:7]([CH:8]=[C:9]([O:10][C:11]4[CH:16]=[N:15][C:14]([S:17]([CH3:20])(=[O:19])=[O:18])=[CH:13][N:12]=4)[CH:21]=3)[O:6][C@@H:4]([CH3:5])[CH2:3][OH:2])=[CH:28][CH:27]=2)=[N:33]1. (6) Reactant: [CH:1]1[C:2]([CH2:10][C@@H:11]([NH2:28])[CH2:12][C:13]([N:15]2[CH2:27][C:19]3=[N:20][N:21]=[C:22]([C:23]([F:26])([F:25])[F:24])[N:18]3[CH2:17][CH2:16]2)=[O:14])=[C:3]([F:9])[CH:4]=[C:5]([F:8])[C:6]=1[F:7].[C:29]([OH:39])(=[O:38])[CH:30]([C:32]1[CH:37]=[CH:36][CH:35]=[CH:34][CH:33]=1)[OH:31]. Product: [CH:1]1[C:2]([CH2:10][C@@H:11]([NH2:28])[CH2:12][C:13]([N:15]2[CH2:27][C:19]3=[N:20][N:21]=[C:22]([C:23]([F:26])([F:25])[F:24])[N:18]3[CH2:17][CH2:16]2)=[O:14])=[C:3]([F:9])[CH:4]=[C:5]([F:8])[C:6]=1[F:7].[C:29]([O-:39])(=[O:38])[CH:30]([C:32]1[CH:37]=[CH:36][CH:35]=[CH:34][CH:33]=1)[OH:31]. The catalyst class is: 32. (7) Reactant: [Br:1][C:2]1[CH:3]=[N:4][CH:5]=[CH:6][C:7]=1[O:8][CH:9]1[CH2:14][CH2:13][C:12]2([CH2:19][CH2:18][CH2:17][CH2:16][CH2:15]2)[CH2:11][CH2:10]1.ClC1C=CC=C(C(OO)=[O:28])C=1. Product: [Br:1][C:2]1[CH:3]=[N+:4]([O-:28])[CH:5]=[CH:6][C:7]=1[O:8][CH:9]1[CH2:10][CH2:11][C:12]2([CH2:15][CH2:16][CH2:17][CH2:18][CH2:19]2)[CH2:13][CH2:14]1. The catalyst class is: 4. (8) Reactant: [F:1][C:2]([F:9])([F:8])[N:3]1[CH:7]=[CH:6][NH:5][NH:4]1.Cl[C:11]1[CH:18]=[CH:17][C:14]([C:15]#[N:16])=[C:13]([S:19][CH2:20][CH2:21][CH3:22])[CH:12]=1.C(=O)([O-])[O-].[K+].[K+].O. Product: [CH2:20]([S:19][C:13]1[CH:12]=[C:11]([N:5]2[CH:6]=[CH:7][N:3]([C:2]([F:9])([F:8])[F:1])[NH:4]2)[CH:18]=[CH:17][C:14]=1[C:15]#[N:16])[CH2:21][CH3:22]. The catalyst class is: 9.